From a dataset of TCR-epitope binding with 47,182 pairs between 192 epitopes and 23,139 TCRs. Binary Classification. Given a T-cell receptor sequence (or CDR3 region) and an epitope sequence, predict whether binding occurs between them. The epitope is SEVGPEHSLAEY. The TCR CDR3 sequence is CASSYSASASVYNEQFF. Result: 0 (the TCR does not bind to the epitope).